This data is from Reaction yield outcomes from USPTO patents with 853,638 reactions. The task is: Predict the reaction yield, written as a fraction of the theoretical maximum amount of product (1.0 means a 100% yield; for example, 0.34 means a 34% yield). The yield is 1.00. No catalyst specified. The reactants are [N+:1]([C:4]1[CH:5]=[CH:6][C:7]2[O:12][CH2:11][C:10](=[O:13])[N:9]([CH2:14][CH2:15][N:16]3[CH2:21][CH2:20][CH:19]([NH:22]C(=O)OC(C)(C)C)[CH2:18][CH2:17]3)[C:8]=2[CH:30]=1)([O-:3])=[O:2].NC1CCN(CCN2C3C(=CC=C(C#N)C=3)C=CC2=O)CC1. The product is [NH2:22][CH:19]1[CH2:20][CH2:21][N:16]([CH2:15][CH2:14][N:9]2[C:8]3[CH:30]=[C:4]([N+:1]([O-:3])=[O:2])[CH:5]=[CH:6][C:7]=3[O:12][CH2:11][C:10]2=[O:13])[CH2:17][CH2:18]1.